This data is from Reaction yield outcomes from USPTO patents with 853,638 reactions. The task is: Predict the reaction yield, written as a fraction of the theoretical maximum amount of product (1.0 means a 100% yield; for example, 0.34 means a 34% yield). (1) The reactants are C([Sn](CCCC)(CCCC)[C:6]1[CH:11]=[CH:10][CH:9]=[CH:8][N:7]=1)CCC.Cl[C:21]1[N:22]=[N:23][C:24]([O:27][CH3:28])=[CH:25][CH:26]=1. The catalyst is [Pd].C1(P(C2C=CC=CC=2)C2C=CC=CC=2)C=CC=CC=1.C1(P(C2C=CC=CC=2)C2C=CC=CC=2)C=CC=CC=1.C1(P(C2C=CC=CC=2)C2C=CC=CC=2)C=CC=CC=1.C1(P(C2C=CC=CC=2)C2C=CC=CC=2)C=CC=CC=1. The product is [CH3:28][O:27][C:24]1[N:23]=[N:22][C:21]([C:6]2[CH:11]=[CH:10][CH:9]=[CH:8][N:7]=2)=[CH:26][CH:25]=1. The yield is 0.770. (2) The yield is 0.570. The product is [NH2:27][C:28]1[CH:29]=[CH:30][C:31]([O:7][S:5]([O:4][CH2:3][CH2:2][SH:1])(=[O:6])=[O:8])=[C:32]([CH:33]=1)[C:10]([OH:9])=[O:37]. The reactants are [SH:1][CH2:2][CH2:3][O:4][S:5](=[O:8])(=[O:7])[OH:6].[OH:9][C:10]1C2N=NNC=2C=CC=1.[CH2:31]1[CH2:32][CH2:33][CH:28]([N:27]=C=[N:27][CH:28]2[CH2:33][CH2:32][CH2:31][CH2:30][CH2:29]2)[CH2:29][CH2:30]1.CN(C)C=[O:37]. The catalyst is C(OCC)(=O)C. (3) The reactants are [Cl:1][C:2]1[N:3]=[C:4](Cl)[C:5]2[S:10][CH:9]=[CH:8][C:6]=2[N:7]=1.[NH:12]1[CH2:17][CH2:16][O:15][CH2:14][CH2:13]1. The catalyst is CO. The product is [Cl:1][C:2]1[N:3]=[C:4]([N:12]2[CH2:17][CH2:16][O:15][CH2:14][CH2:13]2)[C:5]2[S:10][CH:9]=[CH:8][C:6]=2[N:7]=1. The yield is 1.00. (4) The reactants are [N+:1]([C:4]1[CH:5]=[C:6](B(O)O)[CH:7]=[CH:8][CH:9]=1)([O-:3])=[O:2].[CH3:13][C:14]1[CH:18]=[C:17]([NH:19][S:20]([C:23]2[S:24][C:25](Br)=[CH:26][CH:27]=2)(=[O:22])=[O:21])[O:16][N:15]=1. No catalyst specified. The product is [CH3:13][C:14]1[CH:18]=[C:17]([NH:19][S:20]([C:23]2[S:24][C:25]([C:6]3[CH:7]=[CH:8][CH:9]=[C:4]([N+:1]([O-:3])=[O:2])[CH:5]=3)=[CH:26][CH:27]=2)(=[O:22])=[O:21])[O:16][N:15]=1. The yield is 0.210. (5) The reactants are O=[C:2]1[CH2:9][CH2:8][CH2:7][CH2:6][CH2:5][CH2:4][CH:3]1[C:10]([O:12]C)=O.[NH2:14][C:15]1[CH:16]=[C:17]([CH:22]=[CH:23][C:24]=1[Br:25])[C:18]([O:20][CH3:21])=[O:19].C(O)C.O=S(Cl)Cl. The catalyst is CO.C(OCC)(=O)C.C(O)(=O)C. The product is [Br:25][C:24]1[C:15]2[NH:14][C:2]3[CH2:9][CH2:8][CH2:7][CH2:6][CH2:5][CH2:4][C:3]=3[C:10](=[O:12])[C:16]=2[C:17]([C:18]([O:20][CH3:21])=[O:19])=[CH:22][CH:23]=1. The yield is 0.210. (6) The reactants are C(OC([N:8]1[CH2:13][C@@H:12]2[CH2:14][C@H:9]1[CH2:10][N:11]2[CH2:15][C:16]1[CH:21]=[CH:20][C:19]([O:22][C:23]2[S:24][C:25]3[CH:31]=[CH:30][CH:29]=[CH:28][C:26]=3[N:27]=2)=[CH:18][CH:17]=1)=O)(C)(C)C.[ClH:32]. The catalyst is C(Cl)Cl. The product is [ClH:32].[C@H:12]12[CH2:14][C@H:9]([NH:8][CH2:13]1)[CH2:10][N:11]2[CH2:15][C:16]1[CH:17]=[CH:18][C:19]([O:22][C:23]2[S:24][C:25]3[CH:31]=[CH:30][CH:29]=[CH:28][C:26]=3[N:27]=2)=[CH:20][CH:21]=1. The yield is 0.700. (7) The catalyst is CN(C)C1C=CN=CC=1.CN(C=O)C.CCOC(C)=O. The product is [Cl:1][C:2]1[CH:3]=[C:4]2[C:9](=[CH:10][C:11]=1[O:12][C:13]1[CH:21]=[CH:20][C:16]([C:17](=[O:18])[NH:40][CH:37]3[CH2:38][CH2:39][CH:34]([C:31]4[CH:30]=[CH:29][C:28]([Cl:27])=[CH:33][CH:32]=4)[CH2:35][CH2:36]3)=[CH:15][CH:14]=1)[O:8][CH2:7][CH2:6][CH:5]2[C:22]([O:24][CH2:25][CH3:26])=[O:23]. The reactants are [Cl:1][C:2]1[CH:3]=[C:4]2[C:9](=[CH:10][C:11]=1[O:12][C:13]1[CH:21]=[CH:20][C:16]([C:17](O)=[O:18])=[CH:15][CH:14]=1)[O:8][CH2:7][CH2:6][CH:5]2[C:22]([O:24][CH2:25][CH3:26])=[O:23].[Cl:27][C:28]1[CH:33]=[CH:32][C:31]([CH:34]2[CH2:39][CH2:38][CH:37]([NH2:40])[CH2:36][CH2:35]2)=[CH:30][CH:29]=1.Cl.C(N=C=NCCCN(C)C)C. The yield is 0.860.